This data is from Forward reaction prediction with 1.9M reactions from USPTO patents (1976-2016). The task is: Predict the product of the given reaction. Given the reactants [C:1]([C:4]1[CH:5]=[CH:6][C:7]([O:30][CH3:31])=[C:8]([CH2:10][CH2:11][N:12]2[CH2:17][CH2:16][CH:15]([N:18]3[C:26]4[C:21](=[CH:22][CH:23]=[C:24]([C:27]([NH2:29])=[O:28])[CH:25]=4)[CH:20]=[CH:19]3)[CH2:14][CH2:13]2)[CH:9]=1)(=[O:3])[CH3:2].[BH4-].[Na+], predict the reaction product. The product is: [OH:3][CH:1]([C:4]1[CH:5]=[CH:6][C:7]([O:30][CH3:31])=[C:8]([CH2:10][CH2:11][N:12]2[CH2:17][CH2:16][CH:15]([N:18]3[C:26]4[C:21](=[CH:22][CH:23]=[C:24]([C:27]([NH2:29])=[O:28])[CH:25]=4)[CH:20]=[CH:19]3)[CH2:14][CH2:13]2)[CH:9]=1)[CH3:2].